This data is from Forward reaction prediction with 1.9M reactions from USPTO patents (1976-2016). The task is: Predict the product of the given reaction. (1) Given the reactants [CH2:1]([N:3]1[CH2:8][CH2:7][NH:6][CH2:5][CH2:4]1)[CH3:2].F[C:10]1[CH:15]=[CH:14][CH:13]=[C:12]([N+:16]([O-:18])=[O:17])[CH:11]=1, predict the reaction product. The product is: [CH2:1]([N:3]1[CH2:8][CH2:7][N:6]([C:10]2[CH:15]=[CH:14][CH:13]=[C:12]([N+:16]([O-:18])=[O:17])[CH:11]=2)[CH2:5][CH2:4]1)[CH3:2]. (2) Given the reactants [NH2:1][C:2]1[CH:3]=[N:4][C:5]2[C:10]([C:11]=1[NH:12][CH2:13][CH2:14][O:15][CH2:16][CH2:17][NH:18][C:19](=[O:25])[O:20][C:21]([CH3:24])([CH3:23])[CH3:22])=[CH:9][CH:8]=[CH:7][CH:6]=2.C(N(CC)CC)C.[C:33](Cl)(=[O:36])[CH2:34][CH3:35].O, predict the reaction product. The product is: [C:33]([NH:1][C:2]1[CH:3]=[N:4][C:5]2[C:10]([C:11]=1[NH:12][CH2:13][CH2:14][O:15][CH2:16][CH2:17][NH:18][C:19](=[O:25])[O:20][C:21]([CH3:22])([CH3:24])[CH3:23])=[CH:9][CH:8]=[CH:7][CH:6]=2)(=[O:36])[CH2:34][CH3:35].